This data is from CYP3A4 inhibition data for predicting drug metabolism from PubChem BioAssay. The task is: Regression/Classification. Given a drug SMILES string, predict its absorption, distribution, metabolism, or excretion properties. Task type varies by dataset: regression for continuous measurements (e.g., permeability, clearance, half-life) or binary classification for categorical outcomes (e.g., BBB penetration, CYP inhibition). Dataset: cyp3a4_veith. (1) The molecule is Cc1noc(C)c1-c1cncnc1N(C)Cc1ccco1. The result is 1 (inhibitor). (2) The drug is O=C(/C=C/c1cccc([N+](=O)[O-])c1)NCCN1CCOCC1. The result is 0 (non-inhibitor). (3) The drug is Cn1cnc([N+](=O)[O-])c1Sc1nc(N)nc2c1ncn2[C@H]1C[C@H](O)[C@@H](CO)O1. The result is 0 (non-inhibitor). (4) The compound is Nc1cccc2cnccc12. The result is 1 (inhibitor). (5) The molecule is Cc1cccc(NC(=O)C2CCN(S(=O)(=O)c3cccc4nsnc34)CC2)n1. The result is 0 (non-inhibitor). (6) The compound is CC(C)OC(=O)c1cc2c(ccn2C)n1CC(=O)N1CCC(Cc2ccccc2)CC1. The result is 1 (inhibitor).